From a dataset of Full USPTO retrosynthesis dataset with 1.9M reactions from patents (1976-2016). Predict the reactants needed to synthesize the given product. (1) Given the product [OH:45][NH:36][C:23]([C@@H:16]1[C@@H:15]([C:13]([N:10]2[CH2:9][CH2:8][N:7]([C:1]3[CH:6]=[CH:5][CH:4]=[CH:3][CH:2]=3)[CH2:12][CH2:11]2)=[O:14])[CH2:22][CH2:21][C:18]2([CH2:19][CH2:20]2)[CH2:17]1)=[O:25], predict the reactants needed to synthesize it. The reactants are: [C:1]1([N:7]2[CH2:12][CH2:11][N:10]([C:13]([C@H:15]3[CH2:22][CH2:21][C:18]4([CH2:20][CH2:19]4)[CH2:17][C@@H:16]3[C:23]([OH:25])=O)=[O:14])[CH2:9][CH2:8]2)[CH:6]=[CH:5][CH:4]=[CH:3][CH:2]=1.Cl.NO.F[P-](F)(F)(F)(F)F.[N:36]1([O:45][P+](N(C)C)(N(C)C)N(C)C)C2C=CC=CC=2N=N1.CCN(C(C)C)C(C)C. (2) The reactants are: [Br:1][C:2]1[CH:3]=[C:4]2[C:8](=[CH:9][CH:10]=1)[N:7]([CH2:11][CH2:12]Cl)[N:6]=[CH:5]2.Cl.[C@H:15]12[CH2:21][C@H:18]([NH:19][CH2:20]1)[CH2:17][O:16]2.C([O-])([O-])=O.[K+].[K+].O. Given the product [Br:1][C:2]1[CH:3]=[C:4]2[C:8](=[CH:9][CH:10]=1)[N:7]([CH2:11][CH2:12][N:19]1[CH2:20][C@@H:15]3[CH2:21][C@H:18]1[CH2:17][O:16]3)[N:6]=[CH:5]2, predict the reactants needed to synthesize it. (3) Given the product [Br:8][C:6]1[C:5]([F:9])=[CH:4][C:3]([F:10])=[C:2]([CH:16]([C:17]2[CH:18]=[N:19][CH:20]=[CH:21][CH:22]=2)[OH:23])[CH:7]=1, predict the reactants needed to synthesize it. The reactants are: Br[C:2]1[CH:7]=[C:6]([Br:8])[C:5]([F:9])=[CH:4][C:3]=1[F:10].C([Li])CCC.[CH:16](=[O:23])[C:17]1[CH:22]=[CH:21][CH:20]=[N:19][CH:18]=1.[Cl-].[NH4+]. (4) Given the product [S:1]1[CH:5]=[C:4]([C:6]([F:9])([F:10])[CH2:7][NH:8][S:15]([NH2:18])(=[O:17])=[O:16])[C:3]2[CH:11]=[CH:12][CH:13]=[CH:14][C:2]1=2, predict the reactants needed to synthesize it. The reactants are: [S:1]1[CH:5]=[C:4]([C:6]([F:10])([F:9])[CH2:7][NH2:8])[C:3]2[CH:11]=[CH:12][CH:13]=[CH:14][C:2]1=2.[S:15](N)([NH2:18])(=[O:17])=[O:16].